From a dataset of Full USPTO retrosynthesis dataset with 1.9M reactions from patents (1976-2016). Predict the reactants needed to synthesize the given product. (1) Given the product [CH3:24][C:19]1([CH3:25])[C:20]([CH3:23])([CH3:22])[O:21][B:17]([C:2]2[CH:16]=[CH:15][C:5]([O:6][C:7]3[CH:14]=[CH:13][C:10]([C:11]#[N:12])=[CH:9][CH:8]=3)=[CH:4][CH:3]=2)[O:18]1, predict the reactants needed to synthesize it. The reactants are: Br[C:2]1[CH:16]=[CH:15][C:5]([O:6][C:7]2[CH:14]=[CH:13][C:10]([C:11]#[N:12])=[CH:9][CH:8]=2)=[CH:4][CH:3]=1.[B:17]1([B:17]2[O:21][C:20]([CH3:23])([CH3:22])[C:19]([CH3:25])([CH3:24])[O:18]2)[O:21][C:20]([CH3:23])([CH3:22])[C:19]([CH3:25])([CH3:24])[O:18]1.ClCCl.C([O-])(=O)C.[K+]. (2) The reactants are: [F:1][C:2]1[CH:3]=[C:4]([CH:29]=[CH:30][C:31]=1[F:32])[C:5]([N:7]=[C:8]([NH:23][C@@H:24]([CH3:28])[CH2:25][O:26][CH3:27])[NH:9][C:10]1[C:18]2[C:13](=[CH:14][C:15]([C:19]([F:22])([F:21])[F:20])=[CH:16][CH:17]=2)[NH:12][N:11]=1)=[O:6].CCN(C(C)C)C(C)C.[Cl:42][CH2:43][O:44][C:45](Cl)=[O:46]. Given the product [F:1][C:2]1[CH:3]=[C:4]([CH:29]=[CH:30][C:31]=1[F:32])[C:5]([N:7]=[C:8]([NH:23][C@@H:24]([CH3:28])[CH2:25][O:26][CH3:27])[NH:9][C:10]1[C:18]2[C:13](=[CH:14][C:15]([C:19]([F:20])([F:21])[F:22])=[CH:16][CH:17]=2)[N:12]([C:45]([O:44][CH2:43][Cl:42])=[O:46])[N:11]=1)=[O:6], predict the reactants needed to synthesize it. (3) Given the product [C:1]([C:3]1[CH:12]=[CH:11][C:6]2[N:7]=[C:8]([S:10][CH3:13])[S:9][C:5]=2[CH:4]=1)#[CH:2], predict the reactants needed to synthesize it. The reactants are: [C:1]([C:3]1[CH:12]=[CH:11][C:6]2[N:7]=[C:8]([SH:10])[S:9][C:5]=2[CH:4]=1)#[CH:2].[C:13]([O-])([O-])=O.[K+].[K+].CI.